Dataset: Reaction yield outcomes from USPTO patents with 853,638 reactions. Task: Predict the reaction yield, written as a fraction of the theoretical maximum amount of product (1.0 means a 100% yield; for example, 0.34 means a 34% yield). (1) The reactants are [NH:1]1[CH2:6][CH2:5][S:4][CH2:3][CH2:2]1.C[Al](C)C.[F:11][C:12]1[CH:17]=[CH:16][CH:15]=[C:14]([F:18])[C:13]=1[N:19]1[C:24]2[N:25]=[C:26]([NH:37][CH2:38][C:39](OC)=[O:40])[N:27]=[C:28]([C:29]3[CH:34]=[CH:33][C:32]([F:35])=[CH:31][C:30]=3[CH3:36])[C:23]=2[CH:22]=[CH:21][C:20]1=[O:43]. No catalyst specified. The product is [F:11][C:12]1[CH:17]=[CH:16][CH:15]=[C:14]([F:18])[C:13]=1[N:19]1[C:24]2[N:25]=[C:26]([NH:37][CH2:38][C:39](=[O:40])[N:1]3[CH2:6][CH2:5][S:4][CH2:3][CH2:2]3)[N:27]=[C:28]([C:29]3[CH:34]=[CH:33][C:32]([F:35])=[CH:31][C:30]=3[CH3:36])[C:23]=2[CH:22]=[CH:21][C:20]1=[O:43]. The yield is 0.860. (2) The reactants are [C:1]([O:5][C:6]([N:8]1[CH:17]([C:18](C)=[CH2:19])[CH2:16][C:11]2([O:15][CH2:14][CH2:13][O:12]2)[CH2:10][CH:9]1[CH2:21]C)=[O:7])([CH3:4])([CH3:3])[CH3:2].[O:23]=O.CSC. The catalyst is CO. The product is [C:1]([O:5][C:6]([N:8]1[CH:9]([CH:21]=[O:23])[CH2:10][C:11]2([O:12][CH2:13][CH2:14][O:15]2)[CH2:16][CH:17]1[CH2:18][CH3:19])=[O:7])([CH3:3])([CH3:4])[CH3:2]. The yield is 0.510. (3) The reactants are [Cl:1][C:2]1[N:7]=[C:6](Cl)[CH:5]=[C:4]([CH3:9])[N:3]=1.[NH:10]1[CH2:15][CH2:14][S:13](=[O:17])(=[O:16])[CH2:12][CH2:11]1.C(N(CC)CC)C.O. The catalyst is C(O)(C)C. The product is [Cl:1][C:2]1[N:7]=[C:6]([N:10]2[CH2:15][CH2:14][S:13](=[O:17])(=[O:16])[CH2:12][CH2:11]2)[CH:5]=[C:4]([CH3:9])[N:3]=1. The yield is 0.390. (4) The reactants are [F:1][C:2]1[CH:7]=[CH:6][C:5]([O:8][C:9](=[O:31])[N:10]([C@H:12]2[C@H:16]([C:17]3[CH:22]=[CH:21][C:20]([Cl:23])=[CH:19][CH:18]=3)[CH2:15][N:14]([C:24]([CH:26]3[CH2:30][CH2:29][NH:28][CH2:27]3)=[O:25])[CH2:13]2)[CH3:11])=[CH:4][CH:3]=1.C(O[BH-](O[C:42](=[O:44])[CH3:43])OC(=O)C)(=O)C.[Na+].[CH2:46]1[CH2:50]OC[CH2:47]1. The catalyst is C(OCC)(=O)C. The product is [F:1][C:2]1[CH:7]=[CH:6][C:5]([O:8][C:9](=[O:31])[N:10]([C@H:12]2[C@H:16]([C:17]3[CH:22]=[CH:21][C:20]([Cl:23])=[CH:19][CH:18]=3)[CH2:15][N:14]([C:24]([CH:26]3[CH2:30][CH2:29][N:28]([CH:47]4[CH2:43][CH2:42][O:44][CH2:50][CH2:46]4)[CH2:27]3)=[O:25])[CH2:13]2)[CH3:11])=[CH:4][CH:3]=1. The yield is 0.240.